From a dataset of Forward reaction prediction with 1.9M reactions from USPTO patents (1976-2016). Predict the product of the given reaction. (1) Given the reactants [C:1]1([C:7]2([C:14]([OH:16])=[O:15])[CH2:13][CH2:12][CH2:11][CH2:10][CH2:9][CH2:8]2)[CH:6]=[CH:5][CH:4]=[CH:3][CH:2]=1.C(#N)CCC.C(N1C=CN=C1)(N1C=CN=C1)=O.[N:34]12[CH2:41][CH2:40][CH:37]([CH2:38][CH2:39]1)[C@@H:36](O)[CH2:35]2, predict the reaction product. The product is: [N:34]12[CH2:41][CH2:40][CH:37]([CH2:38][CH2:39]1)[C@@H:36]([O:15][C:14]([C:7]1([C:1]3[CH:6]=[CH:5][CH:4]=[CH:3][CH:2]=3)[CH2:13][CH2:12][CH2:11][CH2:10][CH2:9][CH2:8]1)=[O:16])[CH2:35]2. (2) Given the reactants [C:1]12([C:11]([O:13][CH2:14][CH2:15][NH:16][S:17]([C:20]([F:23])([F:22])[F:21])(=[O:19])=[O:18])=[O:12])[CH2:10][CH:5]3[CH2:6][CH:7]([CH2:9][CH:3]([CH2:4]3)[CH2:2]1)[CH2:8]2.O.[OH-].[Na+].[Br-].[C:28]1([S+:34]([C:41]2[CH:46]=[CH:45][CH:44]=[CH:43][CH:42]=2)[C:35]2[CH:40]=[CH:39][CH:38]=[CH:37][CH:36]=2)[CH:33]=[CH:32][CH:31]=[CH:30][CH:29]=1, predict the reaction product. The product is: [C:1]12([C:11]([O:13][CH2:14][CH2:15][NH:16][S:17]([C:20]([F:23])([F:21])[F:22])(=[O:19])=[O:18])=[O:12])[CH2:2][CH:3]3[CH2:4][CH:5]([CH2:6][CH:7]([CH2:9]3)[CH2:8]1)[CH2:10]2.[C:41]1([S+:34]([C:28]2[CH:29]=[CH:30][CH:31]=[CH:32][CH:33]=2)[C:35]2[CH:40]=[CH:39][CH:38]=[CH:37][CH:36]=2)[CH:42]=[CH:43][CH:44]=[CH:45][CH:46]=1. (3) The product is: [CH2:1]([C:5]1[C:6]([CH3:23])=[C:7]([C:21]#[N:22])[C:8]2[N:9]([N:12]=[C:13]([C:15]3[CH:20]=[CH:19][CH:18]=[CH:17][CH:16]=3)[N:14]=2)[C:10]=1[Cl:26])[CH2:2][CH2:3][CH3:4]. Given the reactants [CH2:1]([C:5]1[C:10](=O)[N:9]2[N:12]=[C:13]([C:15]3[CH:20]=[CH:19][CH:18]=[CH:17][CH:16]=3)[NH:14][C:8]2=[C:7]([C:21]#[N:22])[C:6]=1[CH3:23])[CH2:2][CH2:3][CH3:4].P(Cl)(Cl)([Cl:26])=O, predict the reaction product. (4) Given the reactants [CH2:1]([O:3][C:4](=[O:21])[C:5]1[CH:10]=[CH:9][C:8]([NH:11][C:12]2[C:13](=[O:20])[N:14]([CH3:19])[CH:15]=[C:16](Br)[CH:17]=2)=[CH:7][CH:6]=1)[CH3:2].[C:22]([C:26]1[CH:50]=[CH:49][C:29]([C:30]([NH:32][C:33]2[CH:38]=[CH:37][CH:36]=[C:35](B3OC(C)(C)C(C)(C)O3)[C:34]=2[CH3:48])=[O:31])=[CH:28][CH:27]=1)([CH3:25])([CH3:24])[CH3:23].C(=O)([O-])[O-].[Na+].[Na+].COCCOC, predict the reaction product. The product is: [CH2:1]([O:3][C:4](=[O:21])[C:5]1[CH:10]=[CH:9][C:8]([NH:11][C:12]2[C:13](=[O:20])[N:14]([CH3:19])[CH:15]=[C:16]([C:35]3[CH:36]=[CH:37][CH:38]=[C:33]([NH:32][C:30](=[O:31])[C:29]4[CH:28]=[CH:27][C:26]([C:22]([CH3:23])([CH3:24])[CH3:25])=[CH:50][CH:49]=4)[C:34]=3[CH3:48])[CH:17]=2)=[CH:7][CH:6]=1)[CH3:2]. (5) The product is: [C:1]1([CH2:7][CH2:8][CH2:9][CH2:10][OH:11])[CH:6]=[CH:5][CH:4]=[CH:3][CH:2]=1. Given the reactants [C:1]1([CH2:7][CH2:8][CH2:9][C:10](O)=[O:11])[CH:6]=[CH:5][CH:4]=[CH:3][CH:2]=1.[H-].[Al+3].[Li+].[H-].[H-].[H-].C(OCC)(=O)C, predict the reaction product. (6) Given the reactants [C:1]([O:5][C:6]([N:8]1[C:12](=[O:13])[CH2:11][CH:10]2[CH2:14][C:15]3[C:20]([CH:9]12)=[CH:19][CH:18]=[CH:17][CH:16]=3)=[O:7])([CH3:4])([CH3:3])[CH3:2].[O-:21][Mn](=O)(=O)=O.[K+], predict the reaction product. The product is: [O:13]=[C:12]1[N:8]([C:6]([O:5][C:1]([CH3:4])([CH3:2])[CH3:3])=[O:7])[C@@H:9]2[C:20]3[C:15]([C:14](=[O:21])[C@@H:10]2[CH2:11]1)=[CH:16][CH:17]=[CH:18][CH:19]=3. (7) Given the reactants [S:1]1[CH:5]=[CH:4][C:3]2[CH:6]=[C:7]([C@@H:10]([OH:39])[CH2:11][S:12][C@@H:13]3[C@@H:16]([C:17]4[CH:22]=[CH:21][C:20]([O:23][Si:24]([CH3:30])([CH3:29])[C:25]([CH3:28])([CH3:27])[CH3:26])=[CH:19][CH:18]=4)[N:15]([C:31]4[CH:36]=[CH:35][C:34]([I:37])=[CH:33][CH:32]=4)[C:14]3=[O:38])[CH:8]=[CH:9][C:2]1=2.N1C=CN=C1.[Si:45](Cl)([C:48]([CH3:51])([CH3:50])[CH3:49])([CH3:47])[CH3:46].O, predict the reaction product. The product is: [S:1]1[CH:5]=[CH:4][C:3]2[CH:6]=[C:7]([C@@H:10]([O:39][Si:45]([CH3:47])([CH3:46])[C:48]([CH3:51])([CH3:50])[CH3:49])[CH2:11][S:12][C@@H:13]3[C@@H:16]([C:17]4[CH:22]=[CH:21][C:20]([O:23][Si:24]([CH3:30])([CH3:29])[C:25]([CH3:28])([CH3:26])[CH3:27])=[CH:19][CH:18]=4)[N:15]([C:31]4[CH:36]=[CH:35][C:34]([I:37])=[CH:33][CH:32]=4)[C:14]3=[O:38])[CH:8]=[CH:9][C:2]1=2. (8) Given the reactants [Cl:1][C:2]1[CH:7]=[CH:6][CH:5]=[C:4]([Cl:8])[C:3]=1[N:9]1[C:14](=[O:15])[C:13]2[CH:16]=[N:17][C:18]([NH:20][C:21]3[CH:30]=[C:29]4[C:24]([C:25]5([CH2:32][CH2:31]5)[CH2:26][NH:27][CH2:28]4)=[CH:23][CH:22]=3)=[N:19][C:12]=2[N:11]2[CH:33]=[CH:34][N:35]=[C:10]12.C(N(C(C)C)CC)(C)C.[C:45](OC(=O)C)(=[O:47])[CH3:46], predict the reaction product. The product is: [C:45]([N:27]1[CH2:26][C:25]2([CH2:31][CH2:32]2)[C:24]2[C:29](=[CH:30][C:21]([NH:20][C:18]3[N:17]=[CH:16][C:13]4[C:14](=[O:15])[N:9]([C:3]5[C:2]([Cl:1])=[CH:7][CH:6]=[CH:5][C:4]=5[Cl:8])[C:10]5[N:11]([CH:33]=[CH:34][N:35]=5)[C:12]=4[N:19]=3)=[CH:22][CH:23]=2)[CH2:28]1)(=[O:47])[CH3:46]. (9) Given the reactants C(C1C=CC(OCC(O)=O)=CC=1)CC.[CH2:15]([C:20]1[CH:34]=[CH:33][C:23]([O:24][CH2:25][C:26]([O:28]C(C)(C)C)=[O:27])=[CH:22][CH:21]=1)[CH2:16][CH2:17][CH2:18][CH3:19], predict the reaction product. The product is: [CH2:15]([C:20]1[CH:34]=[CH:33][C:23]([O:24][CH2:25][C:26]([OH:28])=[O:27])=[CH:22][CH:21]=1)[CH2:16][CH2:17][CH2:18][CH3:19].